From a dataset of Catalyst prediction with 721,799 reactions and 888 catalyst types from USPTO. Predict which catalyst facilitates the given reaction. (1) Reactant: [Cl:1][C:2]1[CH:3]=[C:4]2[C:8](=[C:9]([C:12]([OH:14])=O)[C:10]=1[F:11])[NH:7][CH:6]=[CH:5]2.CN(C(ON1N=NC2C=CC=CC1=2)=[N+](C)C)C.[B-](F)(F)(F)F.C(N(CC)C(C)C)(C)C.[C:46]([C:50]1[CH:69]=[CH:68][C:53]([CH2:54][NH:55][CH2:56][CH2:57][C:58]2[CH:63]=[CH:62][CH:61]=[C:60]([O:64][CH:65]([F:67])[F:66])[CH:59]=2)=[CH:52][CH:51]=1)([CH3:49])([CH3:48])[CH3:47]. Product: [C:46]([C:50]1[CH:69]=[CH:68][C:53]([CH2:54][N:55]([CH2:56][CH2:57][C:58]2[CH:63]=[CH:62][CH:61]=[C:60]([O:64][CH:65]([F:67])[F:66])[CH:59]=2)[C:12]([C:9]2[C:10]([F:11])=[C:2]([Cl:1])[CH:3]=[C:4]3[C:8]=2[NH:7][CH:6]=[CH:5]3)=[O:14])=[CH:52][CH:51]=1)([CH3:49])([CH3:47])[CH3:48]. The catalyst class is: 18. (2) Reactant: Cl.[C:2]([NH2:5])(=[NH:4])[CH3:3].[C:6]([C:10]1[CH:19]=[CH:18][C:13]([C:14](=O)[CH2:15]Cl)=[CH:12][CH:11]=1)([CH3:9])([CH3:8])[CH3:7].C(=O)([O-])[O-].[K+].[K+]. Product: [C:6]([C:10]1[CH:11]=[CH:12][C:13]([C:14]2[NH:5][C:2]([CH3:3])=[N:4][CH:15]=2)=[CH:18][CH:19]=1)([CH3:9])([CH3:8])[CH3:7]. The catalyst class is: 3. (3) Reactant: [CH2:1]([C:4]1[S:28][C:7]2[N:8]=[C:9]([C:25]([OH:27])=O)[N:10]=[C:11]([N:12]3[CH2:17][CH2:16][N:15]4[C:18]([C:21]([F:24])([F:23])[F:22])=[N:19][N:20]=[C:14]4[CH2:13]3)[C:6]=2[CH:5]=1)[CH2:2][CH3:3].[C:29]([CH2:31][C:32]([NH:34][NH2:35])=[O:33])#[N:30].C(Cl)CCl.C1C=CC2N(O)N=NC=2C=1.C(N(CC)CC)C. Product: [C:29]([CH2:31][C:32]([NH:34][NH:35][C:25]([C:9]1[N:10]=[C:11]([N:12]2[CH2:17][CH2:16][N:15]3[C:18]([C:21]([F:23])([F:22])[F:24])=[N:19][N:20]=[C:14]3[CH2:13]2)[C:6]2[CH:5]=[C:4]([CH2:1][CH2:2][CH3:3])[S:28][C:7]=2[N:8]=1)=[O:27])=[O:33])#[N:30]. The catalyst class is: 9. (4) Reactant: [CH2:1]([O:8][C:9]1[C:14]2[C:15]([NH2:18])=[N:16][NH:17][C:13]=2[CH:12]=[CH:11][N:10]=1)[C:2]1[CH:7]=[CH:6][CH:5]=[CH:4][CH:3]=1.[F:19][CH:20]1[CH2:25][CH2:24][CH2:23][CH2:22][C:21]1=[CH:26][C:27]#[N:28].C1CCN2C(=NCCC2)CC1. Product: [NH2:18][C:15]1[C:14]2[C:9]([O:8][CH2:1][C:2]3[CH:3]=[CH:4][CH:5]=[CH:6][CH:7]=3)=[N:10][CH:11]=[CH:12][C:13]=2[N:17]([C@@:21]2([CH2:26][C:27]#[N:28])[CH2:22][CH2:23][CH2:24][CH2:25][C@H:20]2[F:19])[N:16]=1. The catalyst class is: 47.